Task: Predict the product of the given reaction.. Dataset: Forward reaction prediction with 1.9M reactions from USPTO patents (1976-2016) (1) Given the reactants C(OC([N:8]1[CH2:13][CH2:12][CH:11]([C:14](=[O:23])[C:15]2[CH:20]=[CH:19][C:18]([S:21][CH3:22])=[CH:17][CH:16]=2)[CH2:10][CH2:9]1)=O)(C)(C)C.[F:24][C:25]1[CH:26]=[C:27](O)[C:28](=[CH:30][CH:31]=1)[OH:29].CC1C=CC(S(O)(=O)=O)=CC=1.O, predict the reaction product. The product is: [F:24][C:25]1[CH:26]=[CH:27][C:28]2[O:29][C:14]([CH:11]3[CH2:10][CH2:9][NH:8][CH2:13][CH2:12]3)([C:15]3[CH:16]=[CH:17][C:18]([S:21][CH3:22])=[CH:19][CH:20]=3)[O:23][C:30]=2[CH:31]=1. (2) Given the reactants Br[C:2]1[C:3](=[O:15])[C:4]([CH3:14])([CH3:13])[O:5][C:6]=1[C:7]1[CH:12]=[CH:11][N:10]=[CH:9][CH:8]=1.[CH3:16][C:17]1[CH:18]=[CH:19][C:20]([CH2:23][O:24][C:25]2[CH:30]=[CH:29][C:28](B3OC(C)(C)C(C)(C)O3)=[CH:27][CH:26]=2)=[N:21][CH:22]=1.C([O-])([O-])=O.[Cs+].[Cs+], predict the reaction product. The product is: [CH3:13][C:4]1([CH3:14])[C:3](=[O:15])[C:2]([C:28]2[CH:27]=[CH:26][C:25]([O:24][CH2:23][C:20]3[CH:19]=[CH:18][C:17]([CH3:16])=[CH:22][N:21]=3)=[CH:30][CH:29]=2)=[C:6]([C:7]2[CH:12]=[CH:11][N:10]=[CH:9][CH:8]=2)[O:5]1. (3) Given the reactants [NH2:1][C@H:2]([C:8]([OH:10])=[O:9])[CH2:3][CH2:4][CH2:5][CH2:6][NH2:7].[BH:11]1[CH:16]2[CH2:17][CH2:18][CH2:19][CH:12]1[CH2:13][CH2:14][CH2:15]2, predict the reaction product. The product is: [BH:11]1[CH:16]2[CH2:17][CH2:18][CH2:19][CH:12]1[CH2:13][CH2:14][CH2:15]2.[NH2:1][C@H:2]([C:8]([OH:10])=[O:9])[CH2:3][CH2:4][CH2:5][CH2:6][NH2:7]. (4) The product is: [Cl:1][C:2]1[CH:3]=[CH:4][C:5]2[N:6]=[C:7]([N:17]3[CH2:20][CH:19]([N:21]([CH3:29])[C:22](=[O:28])[O:23][C:24]([CH3:25])([CH3:26])[CH3:27])[CH2:18]3)[C:8]3[N:9]([CH:12]=[N:13][N:14]=3)[C:10]=2[N:11]=1. Given the reactants [Cl:1][C:2]1[CH:3]=[CH:4][C:5]2[N:6]=[C:7](Cl)[C:8]3[N:9]([CH:12]=[N:13][N:14]=3)[C:10]=2[N:11]=1.Cl.[NH:17]1[CH2:20][CH:19]([N:21]([CH3:29])[C:22](=[O:28])[O:23][C:24]([CH3:27])([CH3:26])[CH3:25])[CH2:18]1, predict the reaction product. (5) Given the reactants [I:1][C:2]1[N:3]=[C:4]([CH2:8][CH2:9][CH3:10])[NH:5][C:6]=1I.S([O-])([O-])=O.[Na+].[Na+], predict the reaction product. The product is: [I:1][C:2]1[N:3]=[C:4]([CH2:8][CH2:9][CH3:10])[NH:5][CH:6]=1. (6) Given the reactants O=C(N1CCCCC1)C[CH:4]([CH2:8][S:9]([CH2:12][C:13]1[CH:18]=[CH:17][CH:16]=[CH:15][CH:14]=1)(=[O:11])=[O:10])[C:5]([OH:7])=O.[OH:25][C:26](C(F)(F)F)=O.[NH2:32][CH:33]([CH2:47][CH3:48])[CH:34]([C:36]1[O:37][C:38]([C:41]2[CH:46]=[CH:45][N:44]=[CH:43][CH:42]=2)=[N:39][N:40]=1)[OH:35].[CH:49]1C=CC2N(O)N=NC=2C=1.C(Cl)CCl.C[N:64]1[CH2:69][CH2:68][O:67][CH2:66][CH2:65]1, predict the reaction product. The product is: [OH:35][CH:34]([C:36]1[O:37][C:38]([C:41]2[CH:46]=[CH:45][N:44]=[CH:43][CH:42]=2)=[N:39][N:40]=1)[CH:33]([NH:32][C:26](=[O:25])[C:8]([CH3:49])([S:9]([CH2:12][C:13]1[CH:14]=[CH:15][CH:16]=[CH:17][CH:18]=1)(=[O:10])=[O:11])[CH2:4][C:5]([N:64]1[CH2:69][CH2:68][O:67][CH2:66][CH2:65]1)=[O:7])[CH2:47][CH3:48].